The task is: Predict which catalyst facilitates the given reaction.. This data is from Catalyst prediction with 721,799 reactions and 888 catalyst types from USPTO. (1) Reactant: C([O:3][C:4](=[O:28])[C@:5]([F:27])([CH3:26])[C:6]([NH:8][C@@H:9]1[C:15](=[O:16])[N:14]([CH3:17])[C:13]2[CH:18]=[CH:19][CH:20]=[CH:21][C:12]=2[C:11]2[CH:22]=[CH:23][CH:24]=[CH:25][C:10]1=2)=[O:7])C.O.[OH-].[Li+]. Product: [F:27][C@@:5]([CH3:26])([C:6]([NH:8][C@@H:9]1[C:15](=[O:16])[N:14]([CH3:17])[C:13]2[CH:18]=[CH:19][CH:20]=[CH:21][C:12]=2[C:11]2[CH:22]=[CH:23][CH:24]=[CH:25][C:10]1=2)=[O:7])[C:4]([OH:28])=[O:3]. The catalyst class is: 30. (2) Reactant: [CH3:1][O:2][C:3](=[O:23])[C:4]([C:16]1[CH:21]=[CH:20][C:19]([OH:22])=[CH:18][CH:17]=1)=[CH:5][C:6]1[CH:11]=[C:10]([O:12][CH3:13])[CH:9]=[C:8]([O:14][CH3:15])[CH:7]=1. Product: [CH3:1][O:2][C:3](=[O:23])[CH:4]([C:16]1[CH:17]=[CH:18][C:19]([OH:22])=[CH:20][CH:21]=1)[CH2:5][C:6]1[CH:7]=[C:8]([O:14][CH3:15])[CH:9]=[C:10]([O:12][CH3:13])[CH:11]=1. The catalyst class is: 12. (3) Reactant: Cl[C:2]1[N:7]=[C:6]([N:8]2[CH2:12][CH2:11][CH:10]([OH:13])[CH2:9]2)[CH:5]=[C:4]([C:14]([F:17])([F:16])[F:15])[CH:3]=1.CC1(C)C(C)(C)OB([C:26]2[O:30][C:29]([Si](C(C)C)(C(C)C)C(C)C)=[N:28][CH:27]=2)O1.C(=O)([O-])[O-].[Na+].[Na+].C(=O)(O)[O-].[Na+]. Product: [O:30]1[C:26]([C:2]2[N:7]=[C:6]([N:8]3[CH2:12][CH2:11][CH:10]([OH:13])[CH2:9]3)[CH:5]=[C:4]([C:14]([F:17])([F:16])[F:15])[CH:3]=2)=[CH:27][N:28]=[CH:29]1. The catalyst class is: 276. (4) Reactant: [H-].[Na+].[CH3:3][CH:4]([CH3:11])[CH2:5][CH2:6][CH2:7][C@@H:8]([OH:10])[CH3:9].[CH2:12](Br)[CH:13]=[CH2:14].O. Product: [CH3:9][C@H:8]([O:10][CH2:14][CH:13]=[CH2:12])[CH2:7][CH2:6][CH2:5][CH:4]([CH3:11])[CH3:3]. The catalyst class is: 9. (5) Reactant: [N+:1]([C:4]1[CH:16]=[CH:15][C:7]([O:8][CH2:9][C:10]2[O:11][CH:12]=[N:13][N:14]=2)=[CH:6][CH:5]=1)([O-])=O.Cl. Product: [O:11]1[CH:12]=[N:13][N:14]=[C:10]1[CH2:9][O:8][C:7]1[CH:15]=[CH:16][C:4]([NH2:1])=[CH:5][CH:6]=1. The catalyst class is: 415. (6) The catalyst class is: 388. Product: [Br:1][C:2]1[CH:11]=[C:10]2[C:5]([CH2:6][CH2:7][CH:8]([C:18]([CH3:21])([CH3:20])[CH3:19])[C:9]2=[O:12])=[CH:4][CH:3]=1. Reactant: [Br:1][C:2]1[CH:11]=[C:10]2[C:5]([CH2:6][CH2:7][CH:8]=[C:9]2[O:12][Si](C)(C)C)=[CH:4][CH:3]=1.Cl[C:18]([CH3:21])([CH3:20])[CH3:19].